This data is from Reaction yield outcomes from USPTO patents with 853,638 reactions. The task is: Predict the reaction yield, written as a fraction of the theoretical maximum amount of product (1.0 means a 100% yield; for example, 0.34 means a 34% yield). (1) The reactants are [Cl:1][C:2]1[CH:7]=[C:6]([O:8][CH:9]([CH3:11])[CH3:10])[N:5]=[C:4]2[CH2:12][CH2:13][CH2:14][C:3]=12.[NH2:15][C:16]1[CH:21]=[CH:20][C:19]([CH2:22][CH2:23][OH:24])=[CH:18][CH:17]=1. No catalyst specified. The product is [ClH:1].[CH:9]([O:8][C:6]1[N:5]=[C:4]2[CH2:12][CH2:13][CH2:14][C:3]2=[C:2]([NH:15][C:16]2[CH:21]=[CH:20][C:19]([CH2:22][CH2:23][OH:24])=[CH:18][CH:17]=2)[CH:7]=1)([CH3:11])[CH3:10]. The yield is 0.350. (2) The reactants are [CH3:1][S:2]([C:5]1[CH:10]=[CH:9][C:8]([C:11](=O)[CH2:12][CH2:13][C:14](=O)[CH3:15])=[CH:7][CH:6]=1)(=[O:4])=[O:3].[Br:18][C:19]1[CH:25]=[CH:24][C:22]([NH2:23])=[CH:21][CH:20]=1.C1(C)C=CC(S(O)(=O)=O)=CC=1. The catalyst is C1(C)C=CC=CC=1. The product is [Br:18][C:19]1[CH:25]=[CH:24][C:22]([N:23]2[C:11]([C:8]3[CH:9]=[CH:10][C:5]([S:2]([CH3:1])(=[O:4])=[O:3])=[CH:6][CH:7]=3)=[CH:12][CH:13]=[C:14]2[CH3:15])=[CH:21][CH:20]=1. The yield is 0.540. (3) The reactants are [C:1]([C:5]1[CH:17]=[CH:16][C:15]2[C:14]3[C:9](=[CH:10][C:11]([C:18]([CH3:21])([CH3:20])[CH3:19])=[CH:12][CH:13]=3)[CH2:8][C:7]=2[CH:6]=1)([CH3:4])([CH3:3])[CH3:2].[Li][CH2:23][CH2:24][CH2:25][CH3:26]. The catalyst is CCOCC.CCCCCCC. The product is [CH2:23]([C:24]1[CH:23]=[C:2]([C:1]([CH:8]2[C:7]3[CH:6]=[C:5]([C:1]([CH3:4])([CH3:3])[CH3:2])[CH:17]=[CH:16][C:15]=3[C:14]3[C:9]2=[CH:10][C:11]([C:18]([CH3:21])([CH3:20])[CH3:19])=[CH:12][CH:13]=3)([CH3:4])[CH3:3])[CH2:26][CH:25]=1)[CH2:24][CH2:25][CH3:26]. The yield is 0.768. (4) The reactants are [N:1]1[CH:6]=[CH:5][CH:4]=[C:3]([C:7]2([C:17]#[N:18])[CH2:16][CH2:15][C:10]3([O:14][CH2:13][CH2:12][O:11]3)[CH2:9][CH2:8]2)[CH:2]=1.[OH2:19].[OH-].[K+]. The catalyst is C(O)C. The product is [N:1]1[CH:6]=[CH:5][CH:4]=[C:3]([C:7]2([C:17]([NH2:18])=[O:19])[CH2:16][CH2:15][C:10]3([O:14][CH2:13][CH2:12][O:11]3)[CH2:9][CH2:8]2)[CH:2]=1. The yield is 0.900. (5) The yield is 0.980. The product is [Cl:1][C:2]1[N:7]=[C:6]2[CH:8]=[C:9]([CH2:16][OH:17])[N:10]([CH2:11][CH2:12][CH2:13][CH2:14][F:15])[C:5]2=[CH:4][CH:3]=1. The catalyst is C1COCC1. The reactants are [Cl:1][C:2]1[N:7]=[C:6]2[CH:8]=[C:9]([C:16](OC)=[O:17])[N:10]([CH2:11][CH2:12][CH2:13][CH2:14][F:15])[C:5]2=[CH:4][CH:3]=1.[Li]. (6) The reactants are Cl.[NH:2]([C:4]1[CH:5]=[CH:6][C:7]([CH3:12])=[C:8]([CH:11]=1)[C:9]#[N:10])[NH2:3].[CH3:13][CH:14]([CH3:20])[C:15](=O)[CH2:16][C:17]#[N:18].Cl. The catalyst is CCO. The product is [NH2:18][C:17]1[N:2]([C:4]2[CH:5]=[CH:6][C:7]([CH3:12])=[C:8]([CH:11]=2)[C:9]#[N:10])[N:3]=[C:15]([CH:14]([CH3:20])[CH3:13])[CH:16]=1. The yield is 0.720. (7) The reactants are [Br:1][C:2]1[CH:3]=[C:4]2[C:9](=[CH:10][CH:11]=1)[N:8]=[CH:7][C:6]([C:12](=[O:16])[CH2:13][CH2:14][CH3:15])=[C:5]2O.P(Cl)(Cl)([Cl:20])=O.C(=O)([O-])[O-].[Na+].[Na+]. No catalyst specified. The product is [Br:1][C:2]1[CH:3]=[C:4]2[C:9](=[CH:10][CH:11]=1)[N:8]=[CH:7][C:6]([C:12](=[O:16])[CH2:13][CH2:14][CH3:15])=[C:5]2[Cl:20]. The yield is 0.980. (8) The reactants are [NH2:1][CH2:2][C:3]1([CH2:9][N:10]2[C:18]3[C:13](=[CH:14][CH:15]=[C:16]([C:19]([O:21][CH2:22][CH3:23])=[O:20])[CH:17]=3)[CH:12]=[C:11]2[C:24]([O:26]CC)=O)[CH2:8][CH2:7][O:6][CH2:5][CH2:4]1.C(N(CC)CC)C.C([O-])([O-])=O.[K+].[K+]. The catalyst is C(O)C. The product is [O:26]=[C:24]1[C:11]2=[CH:12][C:13]3[CH:14]=[CH:15][C:16]([C:19]([O:21][CH2:22][CH3:23])=[O:20])=[CH:17][C:18]=3[N:10]2[CH2:9][C:3]2([CH2:4][CH2:5][O:6][CH2:7][CH2:8]2)[CH2:2][NH:1]1. The yield is 0.300. (9) The reactants are [CH3:1][O:2][C:3](=[O:62])[NH:4][CH:5]([C:9]([N:11]1[CH:17]([C:18]2[NH:19][C:20]([C:23]3[CH:32]=[CH:31][C:30]4[C:25](=CC=[C:28]([C:33]5[CH:38]=[CH:37][C:36]([C:39]6[NH:40][C:41]([CH:44]7[CH:49]8[CH2:50][CH:46](CC8)[N:45]7[C:51](=[O:61])[CH:52]([NH:56][C:57]([O:59][CH3:60])=[O:58])[CH:53]([CH3:55])[CH3:54])=[N:42][CH:43]=6)=[CH:35][CH:34]=5)[CH:29]=4)[CH:24]=3)=[CH:21][N:22]=2)[CH2:16][C:13]2(C[CH2:14]2)[CH2:12]1)=[O:10])[CH:6]([CH3:8])[CH3:7].COC(=O)N[CH:67](C(N1CCCC1C1NC(C2C=CC3C(=CC=C(B4OC(C)(C)C(C)(C)O4)C=3)C=2)=CN=1)=O)[CH:68](C)C.COC(=O)NC(C(N1CC(=C)CC1C1NC(C2C=CC(Br)=CC=2)=CN=1)=O)C(C)C.P([O-])([O-])([O-])=O.[K+].[K+].[K+].C(=O)([O-])[O-].[K+].[K+]. No catalyst specified. The product is [CH3:60][O:59][C:57](=[O:58])[NH:56][CH:52]([C:51]([N:45]1[CH2:46][CH2:50][CH2:49][CH:44]1[C:41]1[NH:40][C:39]([C:36]2[CH:35]=[CH:34][C:33]3[C:38](=[CH:67][CH:68]=[C:29]([C:30]4[CH:25]=[CH:24][C:23]([C:20]5[NH:19][C:18]([CH:17]6[CH2:16][C:13](=[CH2:14])[CH2:12][N:11]6[C:9](=[O:10])[CH:5]([NH:4][C:3]([O:2][CH3:1])=[O:62])[CH:6]([CH3:8])[CH3:7])=[N:22][CH:21]=5)=[CH:32][CH:31]=4)[CH:28]=3)[CH:37]=2)=[CH:43][N:42]=1)=[O:61])[CH:53]([CH3:54])[CH3:55]. The yield is 0.0500.